Task: Predict the reactants needed to synthesize the given product.. Dataset: Full USPTO retrosynthesis dataset with 1.9M reactions from patents (1976-2016) Given the product [Br:1][C:2]1[CH:3]=[N:4][C:5]2[N:6]([N:8]=[C:9]([C:11]([N:16]3[CH2:17][CH2:18][C:19]4[C:24](=[CH:23][CH:22]=[CH:21][C:20]=4[C:25]4[CH:29]=[N:28][NH:27][CH:26]=4)[CH:15]3[CH3:14])=[O:13])[CH:10]=2)[CH:7]=1, predict the reactants needed to synthesize it. The reactants are: [Br:1][C:2]1[CH:3]=[N:4][C:5]2[N:6]([N:8]=[C:9]([C:11]([OH:13])=O)[CH:10]=2)[CH:7]=1.[CH3:14][CH:15]1[C:24]2[C:19](=[C:20]([C:25]3[CH:26]=[N:27][NH:28][CH:29]=3)[CH:21]=[CH:22][CH:23]=2)[CH2:18][CH2:17][NH:16]1.